Task: Predict the reactants needed to synthesize the given product.. Dataset: Full USPTO retrosynthesis dataset with 1.9M reactions from patents (1976-2016) Given the product [CH2:1]([O:8][C:12]1[N:17]=[C:16]([NH:18][C:19]2[CH:20]=[CH:21][C:22]([CH2:25][CH3:26])=[CH:23][CH:24]=2)[C:15]([N+:27]([O-:29])=[O:28])=[CH:14][CH:13]=1)[C:2]1[CH:7]=[CH:6][CH:5]=[CH:4][CH:3]=1, predict the reactants needed to synthesize it. The reactants are: [CH2:1]([OH:8])[C:2]1[CH:7]=[CH:6][CH:5]=[CH:4][CH:3]=1.[H-].[Na+].Cl[C:12]1[N:17]=[C:16]([NH:18][C:19]2[CH:24]=[CH:23][C:22]([CH2:25][CH3:26])=[CH:21][CH:20]=2)[C:15]([N+:27]([O-:29])=[O:28])=[CH:14][CH:13]=1.